The task is: Predict which catalyst facilitates the given reaction.. This data is from Catalyst prediction with 721,799 reactions and 888 catalyst types from USPTO. Reactant: [C:1]([O:5][C:6]([N:8]1[C:12]2=[N:13][CH:14]=[CH:15][C:16]([NH2:17])=[C:11]2[CH:10]=[CH:9]1)=[O:7])([CH3:4])([CH3:3])[CH3:2].CCN(C(C)C)C(C)C.[C:27]([O:31][C:32](=[O:58])[NH:33][CH:34]([C:49]1[CH:54]=[CH:53][C:52]([C:55](Cl)=[O:56])=[CH:51][CH:50]=1)[CH2:35][NH:36][C:37]([C:39]1([C:42]2[CH:47]=[CH:46][C:45]([Cl:48])=[CH:44][CH:43]=2)[CH2:41][CH2:40]1)=[O:38])([CH3:30])([CH3:29])[CH3:28]. Product: [C:1]([O:5][C:6]([N:8]1[C:12]2=[N:13][CH:14]=[CH:15][C:16]([NH:17][C:55](=[O:56])[C:52]3[CH:53]=[CH:54][C:49]([CH:34]([NH:33][C:32]([O:31][C:27]([CH3:29])([CH3:28])[CH3:30])=[O:58])[CH2:35][NH:36][C:37]([C:39]4([C:42]5[CH:47]=[CH:46][C:45]([Cl:48])=[CH:44][CH:43]=5)[CH2:41][CH2:40]4)=[O:38])=[CH:50][CH:51]=3)=[C:11]2[CH:10]=[CH:9]1)=[O:7])([CH3:4])([CH3:2])[CH3:3]. The catalyst class is: 10.